Dataset: Forward reaction prediction with 1.9M reactions from USPTO patents (1976-2016). Task: Predict the product of the given reaction. Given the reactants C1(COC([N:11]2[CH2:14][C:13]3([C@@H:18]([CH3:19])[NH:17][C:16](=[O:20])[O:15]3)[CH2:12]2)=O)C=CC=CC=1.[H][H], predict the reaction product. The product is: [CH3:19][C@@H:18]1[C:13]2([CH2:14][NH:11][CH2:12]2)[O:15][C:16](=[O:20])[NH:17]1.